This data is from Reaction yield outcomes from USPTO patents with 853,638 reactions. The task is: Predict the reaction yield, written as a fraction of the theoretical maximum amount of product (1.0 means a 100% yield; for example, 0.34 means a 34% yield). (1) The reactants are C([NH:4][C:5]1[N:14]=[C:13](C2N=CNN=2)[C:12]2[C:7](=[CH:8][CH:9]=[C:10]([Br:20])[CH:11]=2)[N:6]=1)(=O)C.[CH:21]1([NH2:27])[CH2:26][CH2:25][CH2:24][CH2:23][CH2:22]1. No catalyst specified. The product is [NH2:4][C:5]1[N:14]=[C:13]([NH:27][CH:21]2[CH2:26][CH2:25][CH2:24][CH2:23][CH2:22]2)[C:12]2[C:7](=[CH:8][CH:9]=[C:10]([Br:20])[CH:11]=2)[N:6]=1. The yield is 0.930. (2) The reactants are Br[C:2]1[CH:9]=[CH:8][C:5]([CH:6]=[O:7])=[CH:4][N:3]=1.[Cu][C:11]#[N:12]. The catalyst is CN(C=O)C.C(OCC)(=O)C. The product is [CH:6]([C:5]1[CH:8]=[CH:9][C:2]([C:11]#[N:12])=[N:3][CH:4]=1)=[O:7]. The yield is 0.450. (3) The reactants are Br[C:2]1[CH:3]=[N:4][CH:5]=[C:6]([Br:8])[CH:7]=1.[CH3:9][CH:10]([OH:14])[CH2:11][CH:12]=[CH2:13].C1(C)C=CC=CC=1P(C1C=CC=CC=1C)C1C=CC=CC=1C.C(N(CC)CC)C. The catalyst is O.C([O-])(=O)C.[Pd+2].C([O-])(=O)C.C(#N)C. The product is [Br:8][C:6]1[CH:7]=[C:2](/[CH:13]=[CH:12]/[CH2:11][CH:10]([OH:14])[CH3:9])[CH:3]=[N:4][CH:5]=1. The yield is 0.340. (4) The reactants are C[O:2][C:3]([C:5]1[C@H:9]([CH2:10][O:11][CH2:12][C:13]2[CH:18]=[CH:17][CH:16]=[CH:15][CH:14]=2)[C@@H:8]([O:19][CH2:20][C:21]2[CH:26]=[CH:25][CH:24]=[CH:23][CH:22]=2)[CH2:7][CH:6]=1)=O.[H-].C([Al+]CC(C)C)C(C)C. The catalyst is C(Cl)Cl. The product is [C:21]1([CH2:20][O:19][C@@H:8]2[C@@H:9]([CH2:10][O:11][CH2:12][C:13]3[CH:14]=[CH:15][CH:16]=[CH:17][CH:18]=3)[C:5]([CH2:3][OH:2])=[CH:6][CH2:7]2)[CH:22]=[CH:23][CH:24]=[CH:25][CH:26]=1. The yield is 0.900. (5) The reactants are [C:1]([O:4][C@H:5]1[C@@H:19]([O:20][C:21](=[O:23])[CH3:22])[C@H:18]([O:24][C:25](=[O:27])[CH3:26])[C@@H:17]([CH2:28][O:29][C:30](=[O:32])[CH3:31])[O:16][C@@H:6]1[O:7][C:8]1[CH:13]=[CH:12][C:11](Br)=[CH:10][C:9]=1[Cl:15])(=[O:3])[CH3:2].[C:33]([C:35]1[CH:40]=[CH:39][C:38](B(O)O)=[CH:37][CH:36]=1)#[N:34].C(=O)([O-])[O-].[Cs+].[Cs+].C(O[C@H]1[C@@H](OC(=O)C)[C@H](OC(=O)C)[C@@H](COC(=O)C)O[C@@H]1OC1C=CC(C2C=CC(C(OC)=O)=CC=2)=CC=1Cl)(=O)C. The catalyst is O1CCOCC1.C1C=CC([P]([Pd]([P](C2C=CC=CC=2)(C2C=CC=CC=2)C2C=CC=CC=2)([P](C2C=CC=CC=2)(C2C=CC=CC=2)C2C=CC=CC=2)[P](C2C=CC=CC=2)(C2C=CC=CC=2)C2C=CC=CC=2)(C2C=CC=CC=2)C2C=CC=CC=2)=CC=1. The product is [C:1]([O:4][C@H:5]1[C@@H:19]([O:20][C:21](=[O:23])[CH3:22])[C@H:18]([O:24][C:25](=[O:27])[CH3:26])[C@@H:17]([CH2:28][O:29][C:30](=[O:32])[CH3:31])[O:16][C@@H:6]1[O:7][C:8]1[CH:13]=[CH:12][C:11]([C:38]2[CH:39]=[CH:40][C:35]([C:33]#[N:34])=[CH:36][CH:37]=2)=[CH:10][C:9]=1[Cl:15])(=[O:3])[CH3:2]. The yield is 0.350. (6) The yield is 0.572. The catalyst is ClC1C=CC=CC=1Cl. The reactants are [Br:1][C:2]1[CH:15]=[C:14]([N+:16]([O-])=O)[C:13]2[C:12]3[C:7](=[CH:8][C:9]([Br:19])=[CH:10][CH:11]=3)[CH2:6][CH2:5][C:4]=2[CH:3]=1.C1(P(C2C=CC=CC=2)C2C=CC=CC=2)C=CC=CC=1. The product is [Br:1][C:2]1[CH:3]=[C:4]2[CH2:5][CH2:6][C:7]3=[CH:8][C:9]([Br:19])=[CH:10][C:11]4[NH:16][C:14]([CH:15]=1)=[C:13]2[C:12]=43. (7) The reactants are Cl.Cl.Cl.[N:4]1[CH:9]=[CH:8][CH:7]=[C:6]([CH2:10][C@H:11]([C:13]([N:15]2[CH2:20][CH2:19][CH:18]([CH:21]3[CH2:26][CH2:25][N:24]([CH3:27])[CH2:23][CH2:22]3)[CH2:17][CH2:16]2)=[O:14])[NH2:12])[CH:5]=1.[NH:28]1[C:36]2[C:31](=[CH:32][CH:33]=[C:34]([C:37](O)=[O:38])[CH:35]=2)[CH:30]=[CH:29]1.ON1C2C=CC=CC=2N=N1.C(N(CC)C(C)C)(C)C.CCN=C=NCCCN(C)C. The catalyst is CN(C)C=O.O. The product is [NH:28]1[C:36]2[C:31](=[CH:32][CH:33]=[C:34]([C:37]([NH:12][C@@H:11]([C:13]([N:15]3[CH2:16][CH2:17][CH:18]([CH:21]4[CH2:26][CH2:25][N:24]([CH3:27])[CH2:23][CH2:22]4)[CH2:19][CH2:20]3)=[O:14])[CH2:10][C:6]3[CH:5]=[N:4][CH:9]=[CH:8][CH:7]=3)=[O:38])[CH:35]=2)[CH:30]=[CH:29]1. The yield is 0.270. (8) The reactants are [C:1]1([S:7]([O-:9])=[O:8])[CH:6]=[CH:5][CH:4]=[CH:3][CH:2]=1.[Na+].C1(S([O-])=O)C=CC=CC=1.C1(C)C=CC=CC=1.[Cl:27]Cl. The catalyst is O. The product is [C:1]1([S:7]([Cl:27])(=[O:9])=[O:8])[CH:6]=[CH:5][CH:4]=[CH:3][CH:2]=1. The yield is 0.939. (9) The reactants are Cl.[CH3:2][C:3]1[O:4][C:5]2[C:14]3[CH:13]([CH2:15][CH2:16][NH2:17])[CH2:12][CH2:11][C:10]=3[CH:9]=[CH:8][C:6]=2[N:7]=1.C(N(CC)CC)C.[C:25]([O:28][CH:29]([CH3:33])[C:30](Cl)=[O:31])(=[O:27])[CH3:26]. The catalyst is O1CCCC1. The product is [C:25]([O:28][CH:29]([CH3:33])[C:30]([NH:17][CH2:16][CH2:15][CH:13]1[C:14]2[C:5]3[O:4][C:3]([CH3:2])=[N:7][C:6]=3[CH:8]=[CH:9][C:10]=2[CH2:11][CH2:12]1)=[O:31])(=[O:27])[CH3:26]. The yield is 0.400.